Dataset: Forward reaction prediction with 1.9M reactions from USPTO patents (1976-2016). Task: Predict the product of the given reaction. Given the reactants [F:1][C:2]1[CH:3]=[C:4]([CH:14]([NH:16][C:17]([C:19]2[N:20]=[C:21](Cl)[O:22][CH:23]=2)=[O:18])[CH3:15])[CH:5]=[C:6]([F:13])[C:7]=1[NH:8][S:9]([CH3:12])(=[O:11])=[O:10].C([O-])([O-])=O.[K+].[K+].[C:31]([C:35]1[CH:36]=[C:37]([OH:41])[CH:38]=[CH:39][CH:40]=1)([CH3:34])([CH3:33])[CH3:32].CN(C=O)C, predict the reaction product. The product is: [F:1][C:2]1[CH:3]=[C:4]([CH:14]([NH:16][C:17]([C:19]2[N:20]=[C:21]([O:41][C:37]3[CH:38]=[CH:39][CH:40]=[C:35]([C:31]([CH3:34])([CH3:33])[CH3:32])[CH:36]=3)[O:22][CH:23]=2)=[O:18])[CH3:15])[CH:5]=[C:6]([F:13])[C:7]=1[NH:8][S:9]([CH3:12])(=[O:11])=[O:10].